From a dataset of Full USPTO retrosynthesis dataset with 1.9M reactions from patents (1976-2016). Predict the reactants needed to synthesize the given product. The reactants are: [NH2:1][C@@H:2]1[CH2:7][CH2:6][C@H:5]([NH:8][C:9](=[O:18])[C:10]2[CH:15]=[CH:14][C:13]([F:16])=[C:12]([F:17])[CH:11]=2)[CH2:4][CH2:3]1.[N:19]1[C:28]2[C:23](=[CH:24][CH:25]=[CH:26][CH:27]=2)[CH:22]=[CH:21][C:20]=1[CH:29]=O.[BH-](OC(C)=O)(OC(C)=O)OC(C)=O.[Na+].[ClH:45]. Given the product [ClH:45].[ClH:45].[F:17][C:12]1[CH:11]=[C:10]([CH:15]=[CH:14][C:13]=1[F:16])[C:9]([NH:8][C@H:5]1[CH2:4][CH2:3][C@@H:2]([NH:1][CH2:29][C:20]2[CH:21]=[CH:22][C:23]3[C:28](=[CH:27][CH:26]=[CH:25][CH:24]=3)[N:19]=2)[CH2:7][CH2:6]1)=[O:18], predict the reactants needed to synthesize it.